This data is from Reaction yield outcomes from USPTO patents with 853,638 reactions. The task is: Predict the reaction yield, written as a fraction of the theoretical maximum amount of product (1.0 means a 100% yield; for example, 0.34 means a 34% yield). (1) The reactants are C(=O)(O)[O-].[Na+].[N:6]#[C:7]Br.[NH2:9][C:10]1[CH:11]=[C:12]([CH:17]=[C:18]([C:20]([F:23])([F:22])[F:21])[CH:19]=1)[C:13]([NH:15][NH2:16])=[O:14].CCOC(C)=O. The catalyst is C(O)C. The product is [NH2:9][C:10]1[CH:11]=[C:12]([C:13]2[O:14][C:7]([NH2:6])=[N:16][N:15]=2)[CH:17]=[C:18]([C:20]([F:23])([F:22])[F:21])[CH:19]=1. The yield is 0.630. (2) The reactants are CS(O)(=O)=O.[NH2:6][CH2:7][C:8]1[CH:9]=[C:10]2[C:14](=[CH:15][CH:16]=1)[C:13](=[O:17])[N:12]([CH:18]1[CH2:23][CH2:22][C:21](=[O:24])[NH:20][C:19]1=[O:25])[CH2:11]2.[C:26](OC(=O)C)(=[O:28])[CH3:27].C(N(CC)CC)C. The catalyst is C(#N)C. The product is [O:25]=[C:19]1[CH:18]([N:12]2[CH2:11][C:10]3[C:14](=[CH:15][CH:16]=[C:8]([CH2:7][NH:6][C:26](=[O:28])[CH3:27])[CH:9]=3)[C:13]2=[O:17])[CH2:23][CH2:22][C:21](=[O:24])[NH:20]1. The yield is 0.750.